This data is from Retrosynthesis with 50K atom-mapped reactions and 10 reaction types from USPTO. The task is: Predict the reactants needed to synthesize the given product. The reactants are: Nc1cnc2ccccc2n1.O=C(O)C1CCN(c2cnc3ccccc3c2)CC1. Given the product O=C(Nc1cnc2ccccc2n1)C1CCN(c2cnc3ccccc3c2)CC1, predict the reactants needed to synthesize it.